Predict the product of the given reaction. From a dataset of Forward reaction prediction with 1.9M reactions from USPTO patents (1976-2016). Given the reactants [NH2:1][C:2]1[NH:6][N:5]=[N:4][N:3]=1.NN1N=NC=N1.[Cl:13][C:14]1[CH:19]=[CH:18][CH:17]=[C:16]([F:20])[C:15]=1[CH:21]([C:27](OCC)=[O:28])[C:22](OCC)=[O:23].C(N(CCCC)CCCC)CCC.[OH-].[Na+], predict the reaction product. The product is: [OH:23][C:22]1[C:21]([C:15]2[C:16]([F:20])=[CH:17][CH:18]=[CH:19][C:14]=2[Cl:13])=[C:27]([OH:28])[N:3]2[N:4]=[N:5][N:6]=[C:2]2[N:1]=1.